This data is from Catalyst prediction with 721,799 reactions and 888 catalyst types from USPTO. The task is: Predict which catalyst facilitates the given reaction. (1) Reactant: C(O)(=O)/C=[CH:3]\[C:4]([OH:6])=O.[C:9]([O:12][CH2:13][CH3:14])(=[O:11])[CH3:10]. Product: [CH:4]([OH:6])([CH3:3])[CH3:9].[C:9]([O:12][CH2:13][CH3:14])(=[O:11])[CH3:10]. The catalyst class is: 32. (2) Reactant: C(=O)([O-])[O-].[K+].[K+].[N:7]1[C:11]2[CH:12]=[CH:13][CH:14]=[N:15][C:10]=2[NH:9][CH:8]=1.Br[CH2:17][CH2:18][CH2:19][CH2:20][N:21]1C(=O)C2=CC=CC=C2C1=O. Product: [N:7]1[C:11]2[C:10](=[N:15][CH:14]=[CH:13][CH:12]=2)[N:9]([CH2:17][CH2:18][CH2:19][CH2:20][NH2:21])[CH:8]=1. The catalyst class is: 9. (3) Reactant: [CH3:1][O:2][C:3]([C:5]1[C:10]([O:11][CH2:12][C:13]2[CH:18]=[CH:17][CH:16]=[CH:15][CH:14]=2)=[C:9](Br)[CH:8]=[C:7]([O:20][CH3:21])[N:6]=1)=[O:4].[CH2:22]([Sn](CCCC)(CCCC)C=C)[CH2:23]CC. Product: [CH3:1][O:2][C:3]([C:5]1[C:10]([O:11][CH2:12][C:13]2[CH:18]=[CH:17][CH:16]=[CH:15][CH:14]=2)=[C:9]([CH:22]=[CH2:23])[CH:8]=[C:7]([O:20][CH3:21])[N:6]=1)=[O:4]. The catalyst class is: 516. (4) Reactant: [NH:1]1[CH2:5][CH2:4][CH2:3][CH2:2]1.C(N(CC)CC)C.[C:13]([C:15]1[CH:20]=[CH:19][CH:18]=[CH:17][C:16]=1[S:21](Cl)(=[O:23])=[O:22])#[N:14]. Product: [N:1]1([S:21]([C:16]2[CH:17]=[CH:18][CH:19]=[CH:20][C:15]=2[C:13]#[N:14])(=[O:23])=[O:22])[CH2:5][CH2:4][CH2:3][CH2:2]1. The catalyst class is: 7. (5) Reactant: C([O:3][C:4](=[O:27])[CH:5]=[C:6]([C:17]1[CH:22]=[CH:21][C:20]([O:23][CH3:24])=[C:19]([O:25][CH3:26])[CH:18]=1)[C:7]1[CH:12]=[C:11]([O:13][CH3:14])[CH:10]=[C:9]([O:15][CH3:16])[CH:8]=1)C.[OH-].[K+].CO.Cl. Product: [CH3:26][O:25][C:19]1[CH:18]=[C:17]([C:6]([C:7]2[CH:8]=[C:9]([O:15][CH3:16])[CH:10]=[C:11]([O:13][CH3:14])[CH:12]=2)=[CH:5][C:4]([OH:27])=[O:3])[CH:22]=[CH:21][C:20]=1[O:23][CH3:24]. The catalyst class is: 6.